From a dataset of Full USPTO retrosynthesis dataset with 1.9M reactions from patents (1976-2016). Predict the reactants needed to synthesize the given product. The reactants are: [CH2:1]([O:7][CH2:8][CH2:9][CH2:10][CH2:11][CH2:12][CH2:13][CH2:14][CH2:15][N:16]1[C:20]2[CH:21]=[CH:22][CH:23]=[CH:24][C:19]=2N=[CH:17]1)[CH2:2][CH2:3][CH2:4][CH2:5][CH3:6].N1C2C(=CC=CC=2)C=[CH:26]1.CS(OCCCCCCCCOCCCCCC)(=O)=O.CC(C)([O-])C.[Na+]. Given the product [CH2:1]([O:7][CH2:8][CH2:9][CH2:10][CH2:11][CH2:12][CH2:13][CH2:14][CH2:15][N:16]1[C:20]2[C:19](=[CH:24][CH:23]=[CH:22][CH:21]=2)[CH:26]=[CH:17]1)[CH2:2][CH2:3][CH2:4][CH2:5][CH3:6], predict the reactants needed to synthesize it.